The task is: Predict the reactants needed to synthesize the given product.. This data is from Full USPTO retrosynthesis dataset with 1.9M reactions from patents (1976-2016). (1) Given the product [Cl:1][C:2]1[CH:3]=[CH:4][C:5]([NH:8][C:9]([CH:11]2[CH2:16][CH2:15][CH2:14][N:13]([C:25](=[O:26])[C:24]3[CH:28]=[CH:29][CH:30]=[C:22]([C:18]4[S:17][CH:21]=[CH:20][CH:19]=4)[CH:23]=3)[CH2:12]2)=[O:10])=[CH:6][CH:7]=1, predict the reactants needed to synthesize it. The reactants are: [Cl:1][C:2]1[CH:7]=[CH:6][C:5]([NH:8][C:9]([CH:11]2[CH2:16][CH2:15][CH2:14][NH:13][CH2:12]2)=[O:10])=[CH:4][CH:3]=1.[S:17]1[CH:21]=[CH:20][CH:19]=[C:18]1[C:22]1[CH:23]=[C:24]([CH:28]=[CH:29][CH:30]=1)[C:25](O)=[O:26].C(N(CC)C(C)C)(C)C.Cl.C(N=C=NCCCN(C)C)C. (2) Given the product [NH2:23][C:24]1[N:33]=[C:32]([C:34]([N:36]2[CH2:37][C:38]3[C:43](=[CH:42][CH:41]=[CH:40][CH:39]=3)[CH2:44]2)=[O:35])[C:31]2[C:26](=[CH:27][CH:28]=[C:29]([C:2]3[CH:13]=[C:12]([F:14])[C:11]([F:15])=[CH:10][C:3]=3[CH2:4][N:5]([CH2:8][CH3:9])[CH2:6][CH3:7])[CH:30]=2)[N:25]=1, predict the reactants needed to synthesize it. The reactants are: Br[C:2]1[CH:13]=[C:12]([F:14])[C:11]([F:15])=[CH:10][C:3]=1[CH2:4][N:5]([CH2:8][CH3:9])[CH2:6][CH3:7].C(=O)([O-])[O-].[K+].[K+].O.[NH2:23][C:24]1[N:33]=[C:32]([C:34]([N:36]2[CH2:44][C:43]3[C:38](=[CH:39][CH:40]=[CH:41][CH:42]=3)[CH2:37]2)=[O:35])[C:31]2[C:26](=[CH:27][CH:28]=[C:29](B3OC(C)(C)C(C)(C)O3)[CH:30]=2)[N:25]=1. (3) Given the product [F:80][C:76]1([F:79])[CH2:75][CH2:74][N:73]([C:70]2[N:69]=[CH:68][C:67]([C:57]3[C:56]([CH3:81])=[C:55]([NH:47][C:46]4[C:41]([N:38]5[CH2:39][CH2:40][O:35][CH2:36][CH2:37]5)=[N:42][CH:43]=[C:44]([N:48]5[CH2:49][CH2:50][O:51][CH2:52][CH2:53]5)[CH:45]=4)[C:64]4[C:59](=[CH:60][C:61]([F:66])=[CH:62][C:63]=4[F:65])[N:58]=3)=[CH:72][CH:71]=2)[CH2:78][CH2:77]1, predict the reactants needed to synthesize it. The reactants are: C1(P(C2CCCCC2)C2C=CC=CC=2C2C(C(C)C)=CC(C(C)C)=CC=2C(C)C)CCCCC1.[O:35]1[CH2:40][CH2:39][N:38]([C:41]2[C:46]([NH2:47])=[CH:45][C:44]([N:48]3[CH2:53][CH2:52][O:51][CH2:50][CH2:49]3)=[CH:43][N:42]=2)[CH2:37][CH2:36]1.Cl[C:55]1[C:64]2[C:59](=[CH:60][C:61]([F:66])=[CH:62][C:63]=2[F:65])[N:58]=[C:57]([C:67]2[CH:68]=[N:69][C:70]([N:73]3[CH2:78][CH2:77][C:76]([F:80])([F:79])[CH2:75][CH2:74]3)=[CH:71][CH:72]=2)[C:56]=1[CH3:81].CC(C)([O-])C.[Na+]. (4) Given the product [CH3:21][N:22]1[C:26]([C:2]2[C:11]3[O:10][CH2:9][CH:8]([C:12]4[CH:17]=[CH:16][CH:15]=[CH:14][CH:13]=4)[N:7]4[C:18](=[O:20])[NH:19][C:5]([C:6]=34)=[CH:4][CH:3]=2)=[CH:25][CH:24]=[N:23]1, predict the reactants needed to synthesize it. The reactants are: Br[C:2]1[C:11]2[O:10][CH2:9][CH:8]([C:12]3[CH:17]=[CH:16][CH:15]=[CH:14][CH:13]=3)[N:7]3[C:18](=[O:20])[NH:19][C:5]([C:6]=23)=[CH:4][CH:3]=1.[CH3:21][N:22]1[C:26](B2OC(C)(C)C(C)(C)O2)=[CH:25][CH:24]=[N:23]1.P([O-])([O-])([O-])=O.[K+].[K+].[K+]. (5) Given the product [CH2:1]([O:3][C:4]([C:6]1[N:7]([CH2:15][CH:16]2[CH2:18][CH2:17]2)[N:8]=[CH:9][C:10]=1[N+:11]([O-:13])=[O:12])=[O:5])[CH3:2], predict the reactants needed to synthesize it. The reactants are: [CH2:1]([O:3][C:4]([C:6]1[C:10]([N+:11]([O-:13])=[O:12])=[CH:9][NH:8][N:7]=1)=[O:5])[CH3:2].Br[CH2:15][CH:16]1[CH2:18][CH2:17]1. (6) The reactants are: [CH3:1][O:2][C:3]([C:5]1[S:6][C:7]([C:30]#[C:31][C:32]([CH3:35])([CH3:34])[CH3:33])=[CH:8][C:9]=1[N:10]([CH:20]1[CH2:29][CH2:28][C:23]2(OCC[O:24]2)[CH2:22][CH2:21]1)[C:11]([C@@H:13]1[CH2:18][CH2:17][C:16]([CH3:19])=[CH:15][CH2:14]1)=[O:12])=[O:4].Cl.C(OCC)(=O)C. Given the product [CH3:1][O:2][C:3]([C:5]1[S:6][C:7]([C:30]#[C:31][C:32]([CH3:35])([CH3:34])[CH3:33])=[CH:8][C:9]=1[N:10]([C:11]([C@@H:13]1[CH2:18][CH2:17][C:16]([CH3:19])=[CH:15][CH2:14]1)=[O:12])[CH:20]1[CH2:21][CH2:22][C:23](=[O:24])[CH2:28][CH2:29]1)=[O:4], predict the reactants needed to synthesize it. (7) The reactants are: [ClH:1].[F:2][C:3]([F:21])([F:20])[C:4]1[CH:5]=[C:6]([C:14]2[CH2:15][CH2:16][NH:17][CH2:18][CH:19]=2)[CH:7]=[C:8]([C:10]([F:13])([F:12])[F:11])[CH:9]=1.C([O-])=O.[NH4+]. Given the product [ClH:1].[F:21][C:3]([F:2])([F:20])[C:4]1[CH:5]=[C:6]([CH:14]2[CH2:19][CH2:18][NH:17][CH2:16][CH2:15]2)[CH:7]=[C:8]([C:10]([F:12])([F:13])[F:11])[CH:9]=1, predict the reactants needed to synthesize it.